Dataset: Forward reaction prediction with 1.9M reactions from USPTO patents (1976-2016). Task: Predict the product of the given reaction. (1) Given the reactants [CH3:1][C:2]1[C:3]([C:23]2[CH:28]=[CH:27][CH:26]=[CH:25][CH:24]=2)=[C:4]([O:14][C:15]2[CH:22]=[CH:21][C:18]([CH:19]=O)=[CH:17][CH:16]=2)[C:5]2[C:10]([CH:11]=1)=[CH:9][C:8]([O:12][CH3:13])=[CH:7][CH:6]=2.C[N:30](C)N.COS(OC)(=O)=O.C([O-])([O-])=O.[K+].[K+], predict the reaction product. The product is: [CH3:1][C:2]1[C:3]([C:23]2[CH:28]=[CH:27][CH:26]=[CH:25][CH:24]=2)=[C:4]([O:14][C:15]2[CH:22]=[CH:21][C:18]([C:19]#[N:30])=[CH:17][CH:16]=2)[C:5]2[C:10]([CH:11]=1)=[CH:9][C:8]([O:12][CH3:13])=[CH:7][CH:6]=2. (2) Given the reactants [O:1](S(C(F)(F)F)(=O)=O)[S:2]([C:5]([F:8])([F:7])[F:6])(=[O:4])=[O:3].O[C:17]1[C:25]2[C:20](=[CH:21][N:22]=[CH:23][CH:24]=2)[O:19][C:18]=1[C:26]([O-:28])=[O:27].N1C=CC=[CH:31][CH:30]=1, predict the reaction product. The product is: [F:6][C:5]([F:8])([F:7])[S:2]([O:1][C:17]1[C:25]2[C:20](=[CH:21][N:22]=[CH:23][CH:24]=2)[O:19][C:18]=1[C:26]([O:28][CH2:30][CH3:31])=[O:27])(=[O:4])=[O:3]. (3) Given the reactants [CH3:1][CH2:2][N:3]1[C:24]2[CH:25]=[CH:26][C:27]([S:29]([O-:32])(=[O:31])=[O:30])=[CH:28][C:23]=2[S:22]/[C:4]/1=[N:5]\[N:6]=[C:7]1/[S:8][C:9]2[CH:17]=[C:16]([S:18]([O-:21])(=[O:20])=[O:19])[CH:15]=[CH:14][C:10]=2[N:11]/1[CH2:12][CH3:13].[NH4+].[NH4+].P([O-])([O-])([O-])=O.OO, predict the reaction product. The product is: [N:5](=[C:4]1[N:3]([CH2:2][CH3:1])[C:24]2[CH:25]=[CH:26][C:27]([S:29]([OH:32])(=[O:31])=[O:30])=[CH:28][C:23]=2[S:22]1)[N:6]=[C:7]1[N:11]([CH2:12][CH3:13])[C:10]2[CH:14]=[CH:15][C:16]([S:18]([OH:21])(=[O:20])=[O:19])=[CH:17][C:9]=2[S:8]1. (4) Given the reactants [CH3:1][N:2]([C:4]1[CH:5]=[CH:6][C:7]2[N:20]=[C:19]3[C:11](=[CH:12][C:13]([CH:17]=[CH:18]3)=[N+:14]([CH3:16])[CH3:15])[S:10][C:8]=2[CH:9]=1)[CH3:3].[CH3:21][C:22]1[C:38]([NH2:39])=[CH:37][C:36]2[C:24](=[N:25][C:26]3[CH:31]=[CH:30][C:29]([N:32]([CH3:34])[CH3:33])=[CH:28][C:27]=3[N:35]=2)[CH:23]=1.[ClH:40], predict the reaction product. The product is: [CH3:3][N:2]([C:4]1[CH:5]=[CH:6][C:7]2[N:20]=[C:19]3[C:11](=[CH:12][C:13]([CH:17]=[CH:18]3)=[N+:14]([CH3:15])[CH3:16])[S:10][C:8]=2[CH:9]=1)[CH3:1].[CH3:21][C:22]1[C:38]([NH2:39])=[CH:37][C:36]2[C:24](=[N:25][C:26]3[CH:31]=[CH:30][C:29]([N:32]([CH3:34])[CH3:33])=[CH:28][C:27]=3[N:35]=2)[CH:23]=1.[ClH:40]. (5) Given the reactants [CH3:1][S:2][CH2:3][CH2:4][C:5]([OH:7])=O.ClC(OCC(C)C)=O.[NH2:16][C:17]1[CH:22]=[C:21]([C:23]2[C:31]3[C:26](=[CH:27][C:28]([F:32])=[CH:29][CH:30]=3)[N:25]([S:33]([C:36]3[CH:41]=[CH:40][CH:39]=[CH:38][CH:37]=3)(=[O:35])=[O:34])[CH:24]=2)[CH:20]=[CH:19][C:18]=1O, predict the reaction product. The product is: [F:32][C:28]1[CH:27]=[C:26]2[C:31]([C:23]([C:21]3[CH:20]=[CH:19][C:18]4[O:7][C:5]([CH2:4][CH2:3][S:2][CH3:1])=[N:16][C:17]=4[CH:22]=3)=[CH:24][N:25]2[S:33]([C:36]2[CH:37]=[CH:38][CH:39]=[CH:40][CH:41]=2)(=[O:35])=[O:34])=[CH:30][CH:29]=1. (6) The product is: [CH2:7]([O:14][C:15]1[C:16]([Br:28])=[CH:17][C:18]([C:23]([O:22][CH3:1])=[O:24])=[C:19]([O:20][CH2:21][CH3:26])[CH:27]=1)[C:8]1[CH:9]=[CH:10][CH:11]=[CH:12][CH:13]=1. Given the reactants [C:1](=O)([O-])[O-].[K+].[K+].[CH2:7]([O:14][C:15]1[C:16]([Br:28])=[CH:17][C:18]2[C:23](=[O:24])[O:22][C:21]([CH3:26])(C)[O:20][C:19]=2[CH:27]=1)[C:8]1[CH:13]=[CH:12][CH:11]=[CH:10][CH:9]=1, predict the reaction product. (7) The product is: [CH3:15][N:16]1[C:20](=[O:21])[N:1]([C:4]2[CH:5]=[C:6]([CH:9]=[C:10]([N+:12]([O-:14])=[O:13])[CH:11]=2)[C:7]#[N:8])[N:18]=[N:17]1. Given the reactants [N+:1]([C:4]1[CH:5]=[C:6]([CH:9]=[C:10]([N+:12]([O-:14])=[O:13])[CH:11]=1)[C:7]#[N:8])([O-])=O.[CH3:15][N:16]1[C:20](=[O:21])N[N:18]=[N:17]1.C([O-])([O-])=O.[K+].[K+].O, predict the reaction product. (8) Given the reactants [NH2:1][CH:2]([C:5]1[CH:10]=[CH:9][C:8]([I:11])=[CH:7][CH:6]=1)[CH2:3][OH:4].C(N(CC)C(C)C)(C)C.[C:21](O[C:21]([O:23][C:24]([CH3:27])([CH3:26])[CH3:25])=[O:22])([O:23][C:24]([CH3:27])([CH3:26])[CH3:25])=[O:22], predict the reaction product. The product is: [C:24]([O:23][C:21](=[O:22])[NH:1][CH:2]([C:5]1[CH:10]=[CH:9][C:8]([I:11])=[CH:7][CH:6]=1)[CH2:3][OH:4])([CH3:27])([CH3:26])[CH3:25]. (9) Given the reactants [C:1]([O:5][C@@H:6]([C:11]1[C:40]([CH3:41])=[CH:39][C:38]2=[N:42][C:35]3=[CH:36][N:37]2[C:12]=1[N:13]1[CH2:47][CH2:46][C:16]([CH3:48])([O:17][CH2:18][CH:19]=[CH:20][CH2:21][C@H:22]([CH3:45])[O:23][C:24]2[CH:25]=[C:26]([F:44])[CH:27]=[CH:28][C:29]=2[C:30]2[CH:43]=[C:34]3[CH:33]=[CH:32][CH:31]=2)[CH2:15][CH2:14]1)[C:7]([O:9][CH3:10])=[O:8])([CH3:4])([CH3:3])[CH3:2], predict the reaction product. The product is: [C:1]([O:5][C@@H:6]([C:11]1[C:40]([CH3:41])=[CH:39][C:38]2=[N:42][C:35]3=[CH:36][N:37]2[C:12]=1[N:13]1[CH2:47][CH2:46][C:16]([CH3:48])([O:17][CH2:18][CH2:19][CH2:20][CH2:21][C@H:22]([CH3:45])[O:23][C:24]2[CH:25]=[C:26]([F:44])[CH:27]=[CH:28][C:29]=2[C:30]2[CH:43]=[C:34]3[CH:33]=[CH:32][CH:31]=2)[CH2:15][CH2:14]1)[C:7]([O:9][CH3:10])=[O:8])([CH3:4])([CH3:2])[CH3:3].